Dataset: NCI-60 drug combinations with 297,098 pairs across 59 cell lines. Task: Regression. Given two drug SMILES strings and cell line genomic features, predict the synergy score measuring deviation from expected non-interaction effect. (1) Drug 1: C1=CC(=CC=C1CC(C(=O)O)N)N(CCCl)CCCl.Cl. Drug 2: COCCOC1=C(C=C2C(=C1)C(=NC=N2)NC3=CC=CC(=C3)C#C)OCCOC.Cl. Cell line: SNB-75. Synergy scores: CSS=11.5, Synergy_ZIP=-2.83, Synergy_Bliss=1.04, Synergy_Loewe=-0.999, Synergy_HSA=-0.237. (2) Drug 1: CC1=C2C(C(=O)C3(C(CC4C(C3C(C(C2(C)C)(CC1OC(=O)C(C(C5=CC=CC=C5)NC(=O)OC(C)(C)C)O)O)OC(=O)C6=CC=CC=C6)(CO4)OC(=O)C)OC)C)OC. Drug 2: C1C(C(OC1N2C=C(C(=O)NC2=O)F)CO)O. Cell line: SK-OV-3. Synergy scores: CSS=51.5, Synergy_ZIP=-4.09, Synergy_Bliss=-5.97, Synergy_Loewe=-4.00, Synergy_HSA=0.292. (3) Drug 2: CC1=C(N=C(N=C1N)C(CC(=O)N)NCC(C(=O)N)N)C(=O)NC(C(C2=CN=CN2)OC3C(C(C(C(O3)CO)O)O)OC4C(C(C(C(O4)CO)O)OC(=O)N)O)C(=O)NC(C)C(C(C)C(=O)NC(C(C)O)C(=O)NCCC5=NC(=CS5)C6=NC(=CS6)C(=O)NCCC[S+](C)C)O. Cell line: MOLT-4. Drug 1: CN1C(=O)N2C=NC(=C2N=N1)C(=O)N. Synergy scores: CSS=20.6, Synergy_ZIP=-5.54, Synergy_Bliss=-4.82, Synergy_Loewe=-40.6, Synergy_HSA=-6.37. (4) Drug 1: CCC1(CC2CC(C3=C(CCN(C2)C1)C4=CC=CC=C4N3)(C5=C(C=C6C(=C5)C78CCN9C7C(C=CC9)(C(C(C8N6C)(C(=O)OC)O)OC(=O)C)CC)OC)C(=O)OC)O.OS(=O)(=O)O. Drug 2: C1=CC=C(C(=C1)C(C2=CC=C(C=C2)Cl)C(Cl)Cl)Cl. Cell line: TK-10. Synergy scores: CSS=-1.83, Synergy_ZIP=1.45, Synergy_Bliss=1.78, Synergy_Loewe=-1.33, Synergy_HSA=-1.22. (5) Cell line: NCI/ADR-RES. Synergy scores: CSS=2.92, Synergy_ZIP=0.717, Synergy_Bliss=4.49, Synergy_Loewe=2.12, Synergy_HSA=2.51. Drug 1: CC1C(C(CC(O1)OC2CC(CC3=C2C(=C4C(=C3O)C(=O)C5=C(C4=O)C(=CC=C5)OC)O)(C(=O)C)O)N)O.Cl. Drug 2: CN(C)N=NC1=C(NC=N1)C(=O)N. (6) Drug 1: C1=CC(=C2C(=C1NCCNCCO)C(=O)C3=C(C=CC(=C3C2=O)O)O)NCCNCCO. Drug 2: C1C(C(OC1N2C=NC3=C(N=C(N=C32)Cl)N)CO)O. Cell line: SN12C. Synergy scores: CSS=34.4, Synergy_ZIP=-8.02, Synergy_Bliss=-8.25, Synergy_Loewe=-13.2, Synergy_HSA=-5.07. (7) Synergy scores: CSS=29.0, Synergy_ZIP=-2.79, Synergy_Bliss=-3.57, Synergy_Loewe=-45.5, Synergy_HSA=-2.44. Drug 2: CC1C(C(CC(O1)OC2CC(CC3=C2C(=C4C(=C3O)C(=O)C5=CC=CC=C5C4=O)O)(C(=O)C)O)N)O. Cell line: OVCAR-5. Drug 1: CCCCCOC(=O)NC1=NC(=O)N(C=C1F)C2C(C(C(O2)C)O)O. (8) Drug 1: C1CC(C1)(C(=O)O)C(=O)O.[NH2-].[NH2-].[Pt+2]. Drug 2: C1C(C(OC1N2C=NC3=C2NC=NCC3O)CO)O. Cell line: EKVX. Synergy scores: CSS=4.98, Synergy_ZIP=-2.03, Synergy_Bliss=-3.32, Synergy_Loewe=-3.15, Synergy_HSA=-5.67.